Predict the reaction yield, written as a fraction of the theoretical maximum amount of product (1.0 means a 100% yield; for example, 0.34 means a 34% yield). From a dataset of Reaction yield outcomes from USPTO patents with 853,638 reactions. (1) The reactants are [CH2:1]([O:8][C:9]1[CH:14]=[CH:13][C:12]([C:15]2[CH:20]=[CH:19][CH:18]=[C:17]([CH2:21][N:22]3[C:30]4[C:25](=[CH:26][CH:27]=[CH:28][CH:29]=4)[C:24](Br)=[C:23]3[C:32]([O:34][CH2:35][CH3:36])=[O:33])[CH:16]=2)=[CH:11][CH:10]=1)[C:2]1[CH:7]=[CH:6][CH:5]=[CH:4][CH:3]=1.[C:37]([C:41]1[CH:46]=[CH:45][C:44](B(O)O)=[CH:43][CH:42]=1)([CH3:40])([CH3:39])[CH3:38].C([O-])([O-])=O.[Na+].[Na+].CCOC(C)=O. The catalyst is COCCOC.C1C=CC([P]([Pd]([P](C2C=CC=CC=2)(C2C=CC=CC=2)C2C=CC=CC=2)([P](C2C=CC=CC=2)(C2C=CC=CC=2)C2C=CC=CC=2)[P](C2C=CC=CC=2)(C2C=CC=CC=2)C2C=CC=CC=2)(C2C=CC=CC=2)C2C=CC=CC=2)=CC=1. The product is [CH2:1]([O:8][C:9]1[CH:14]=[CH:13][C:12]([C:15]2[CH:20]=[CH:19][CH:18]=[C:17]([CH2:21][N:22]3[C:30]4[C:25](=[CH:26][CH:27]=[CH:28][CH:29]=4)[C:24]([C:44]4[CH:45]=[CH:46][C:41]([C:37]([CH3:40])([CH3:39])[CH3:38])=[CH:42][CH:43]=4)=[C:23]3[C:32]([O:34][CH2:35][CH3:36])=[O:33])[CH:16]=2)=[CH:11][CH:10]=1)[C:2]1[CH:7]=[CH:6][CH:5]=[CH:4][CH:3]=1. The yield is 0.810. (2) The reactants are [Cl:1][C:2]1[C:7]([NH:8][C:9]2[CH:17]=[C:16]3[C:12]([C:13]([CH2:31][N:32]([CH3:40])[C:33](=[O:39])[O:34][C:35]([CH3:38])([CH3:37])[CH3:36])=[CH:14][N:15]3[S:18]([C:21]3[CH:26]=[CH:25][CH:24]=[C:23]([C:27]([F:30])([F:29])[F:28])[CH:22]=3)(=[O:20])=[O:19])=[CH:11][CH:10]=2)=[CH:6][CH:5]=[C:4]([O:41][CH3:42])[N:3]=1.[H-].[Na+].I[CH3:46].O. The catalyst is CN(C)C=O. The product is [Cl:1][C:2]1[C:7]([N:8]([CH3:46])[C:9]2[CH:17]=[C:16]3[C:12]([C:13]([CH2:31][N:32]([CH3:40])[C:33](=[O:39])[O:34][C:35]([CH3:37])([CH3:38])[CH3:36])=[CH:14][N:15]3[S:18]([C:21]3[CH:26]=[CH:25][CH:24]=[C:23]([C:27]([F:28])([F:30])[F:29])[CH:22]=3)(=[O:20])=[O:19])=[CH:11][CH:10]=2)=[CH:6][CH:5]=[C:4]([O:41][CH3:42])[N:3]=1. The yield is 0.653. (3) The reactants are C(OC([N:8]1[CH2:14][CH2:13][CH2:12][N:11]([C:15]2[CH:16]=[C:17]3[C:22](=[CH:23][CH:24]=2)[N:21]=[C:20]([C:25]2[CH:30]=[CH:29][CH:28]=[C:27]([Cl:31])[CH:26]=2)[N:19]([CH2:32][C:33](=[O:39])[NH:34][C:35]([CH3:38])([CH3:37])[CH3:36])[C:18]3=[O:40])[CH2:10][CH2:9]1)=O)(C)(C)C.C(O)(C(F)(F)F)=O.C(Cl)Cl.FC(F)(F)C(O)=O. No catalyst specified. The product is [C:35]([NH:34][C:33](=[O:39])[CH2:32][N:19]1[C:18](=[O:40])[C:17]2[C:22](=[CH:23][CH:24]=[C:15]([N:11]3[CH2:12][CH2:13][CH2:14][NH:8][CH2:9][CH2:10]3)[CH:16]=2)[N:21]=[C:20]1[C:25]1[CH:30]=[CH:29][CH:28]=[C:27]([Cl:31])[CH:26]=1)([CH3:38])([CH3:36])[CH3:37]. The yield is 0.680.